This data is from NCI-60 drug combinations with 297,098 pairs across 59 cell lines. The task is: Regression. Given two drug SMILES strings and cell line genomic features, predict the synergy score measuring deviation from expected non-interaction effect. (1) Drug 1: CN(CC1=CN=C2C(=N1)C(=NC(=N2)N)N)C3=CC=C(C=C3)C(=O)NC(CCC(=O)O)C(=O)O. Drug 2: C(CC(=O)O)C(=O)CN.Cl. Cell line: UO-31. Synergy scores: CSS=36.7, Synergy_ZIP=0.868, Synergy_Bliss=1.42, Synergy_Loewe=-32.2, Synergy_HSA=-0.778. (2) Drug 1: CCC1(CC2CC(C3=C(CCN(C2)C1)C4=CC=CC=C4N3)(C5=C(C=C6C(=C5)C78CCN9C7C(C=CC9)(C(C(C8N6C=O)(C(=O)OC)O)OC(=O)C)CC)OC)C(=O)OC)O.OS(=O)(=O)O. Drug 2: CC1C(C(CC(O1)OC2CC(OC(C2O)C)OC3=CC4=CC5=C(C(=O)C(C(C5)C(C(=O)C(C(C)O)O)OC)OC6CC(C(C(O6)C)O)OC7CC(C(C(O7)C)O)OC8CC(C(C(O8)C)O)(C)O)C(=C4C(=C3C)O)O)O)O. Cell line: HS 578T. Synergy scores: CSS=5.40, Synergy_ZIP=-0.0341, Synergy_Bliss=-0.217, Synergy_Loewe=-7.29, Synergy_HSA=-1.82. (3) Drug 1: C1CCN(CC1)CCOC2=CC=C(C=C2)C(=O)C3=C(SC4=C3C=CC(=C4)O)C5=CC=C(C=C5)O. Drug 2: CC(C1=C(C=CC(=C1Cl)F)Cl)OC2=C(N=CC(=C2)C3=CN(N=C3)C4CCNCC4)N. Cell line: M14. Synergy scores: CSS=-7.16, Synergy_ZIP=4.37, Synergy_Bliss=2.57, Synergy_Loewe=-3.54, Synergy_HSA=-2.94. (4) Drug 1: CS(=O)(=O)CCNCC1=CC=C(O1)C2=CC3=C(C=C2)N=CN=C3NC4=CC(=C(C=C4)OCC5=CC(=CC=C5)F)Cl. Drug 2: B(C(CC(C)C)NC(=O)C(CC1=CC=CC=C1)NC(=O)C2=NC=CN=C2)(O)O. Cell line: NCI-H522. Synergy scores: CSS=55.9, Synergy_ZIP=0.935, Synergy_Bliss=2.44, Synergy_Loewe=-22.2, Synergy_HSA=-0.438. (5) Drug 1: C1=C(C(=O)NC(=O)N1)N(CCCl)CCCl. Drug 2: C(=O)(N)NO. Cell line: HCT-15. Synergy scores: CSS=33.1, Synergy_ZIP=3.35, Synergy_Bliss=3.61, Synergy_Loewe=-30.9, Synergy_HSA=2.12. (6) Drug 1: C1=CC=C(C=C1)NC(=O)CCCCCCC(=O)NO. Drug 2: C1=CN(C=N1)CC(O)(P(=O)(O)O)P(=O)(O)O. Cell line: SK-MEL-28. Synergy scores: CSS=3.50, Synergy_ZIP=-2.38, Synergy_Bliss=1.03, Synergy_Loewe=-5.24, Synergy_HSA=-0.0280. (7) Cell line: 786-0. Drug 2: C1C(C(OC1N2C=NC3=C2NC=NCC3O)CO)O. Synergy scores: CSS=16.7, Synergy_ZIP=0.483, Synergy_Bliss=7.39, Synergy_Loewe=8.66, Synergy_HSA=9.05. Drug 1: CS(=O)(=O)C1=CC(=C(C=C1)C(=O)NC2=CC(=C(C=C2)Cl)C3=CC=CC=N3)Cl. (8) Drug 1: CC1=C2C(C(=O)C3(C(CC4C(C3C(C(C2(C)C)(CC1OC(=O)C(C(C5=CC=CC=C5)NC(=O)C6=CC=CC=C6)O)O)OC(=O)C7=CC=CC=C7)(CO4)OC(=O)C)O)C)OC(=O)C. Drug 2: COC1=C2C(=CC3=C1OC=C3)C=CC(=O)O2. Cell line: ACHN. Synergy scores: CSS=3.98, Synergy_ZIP=-7.39, Synergy_Bliss=-5.23, Synergy_Loewe=-22.7, Synergy_HSA=-4.09.